Task: Predict the reactants needed to synthesize the given product.. Dataset: Full USPTO retrosynthesis dataset with 1.9M reactions from patents (1976-2016) (1) Given the product [N+:9]([C:5]1[CH:4]=[C:3]([CH:8]=[CH:7][CH:6]=1)[CH2:2][N:12]1[CH2:16][CH2:15][CH2:14][CH2:13]1)([O-:11])=[O:10], predict the reactants needed to synthesize it. The reactants are: Br[CH2:2][C:3]1[CH:8]=[CH:7][CH:6]=[C:5]([N+:9]([O-:11])=[O:10])[CH:4]=1.[NH:12]1[CH2:16][CH2:15][CH2:14][CH2:13]1.C([O-])([O-])=O.[K+].[K+]. (2) Given the product [CH3:31][O:30][C:28](=[O:29])[C:27]1[CH:32]=[CH:33][CH:34]=[CH:35][C:26]=1[O:1][C:2]1[CH:18]=[CH:17][CH:16]=[C:4]([O:5][C:6]2[CH:13]=[C:10]([C:11]#[N:12])[CH:9]=[C:8]([C:14]#[N:15])[CH:7]=2)[CH:3]=1, predict the reactants needed to synthesize it. The reactants are: [OH:1][C:2]1[CH:3]=[C:4]([CH:16]=[CH:17][CH:18]=1)[O:5][C:6]1[CH:7]=[C:8]([C:14]#[N:15])[CH:9]=[C:10]([CH:13]=1)[C:11]#[N:12].C(=O)([O-])[O-].[K+].[K+].F[C:26]1[CH:35]=[CH:34][CH:33]=[CH:32][C:27]=1[C:28]([O:30][CH3:31])=[O:29]. (3) Given the product [C:8]([Cl:27])(=[O:19])[CH:9]=[CH:10][CH2:11][CH2:12][CH:13]=[CH:14][CH:15]=[CH:16][CH3:17], predict the reactants needed to synthesize it. The reactants are: C1(C)C=CC=CC=1.[C:8]([OH:19])(=O)[CH:9]=[CH:10][CH2:11][CH2:12][CH:13]=[CH:14][CH:15]=[CH:16][CH3:17].CN(C=O)C.S(Cl)([Cl:27])=O.